From a dataset of Forward reaction prediction with 1.9M reactions from USPTO patents (1976-2016). Predict the product of the given reaction. (1) Given the reactants Cl[C:2]1[CH:11]=[CH:10][N:9]=[C:8]2[C:3]=1[CH:4]=[CH:5][C:6]([C:12]([F:15])([F:14])[F:13])=[N:7]2.[F:16][C:17]1[CH:22]=[CH:21][C:20](B(O)O)=[CH:19][C:18]=1[C:26]1[CH:31]=[CH:30][N:29]=[CH:28][CH:27]=1, predict the reaction product. The product is: [F:16][C:17]1[CH:22]=[CH:21][C:20]([C:2]2[CH:11]=[CH:10][N:9]=[C:8]3[C:3]=2[CH:4]=[CH:5][C:6]([C:12]([F:15])([F:14])[F:13])=[N:7]3)=[CH:19][C:18]=1[C:26]1[CH:27]=[CH:28][N:29]=[CH:30][CH:31]=1. (2) Given the reactants Br[CH2:2][C:3](OC)(OC)[CH3:4].Cl.C(=O)([O-])[O-].[K+].[K+].[Cl:16][C:17]1[CH:22]=[CH:21][C:20]([S:23]([CH2:26][C:27]2[CH:32]=[CH:31][CH:30]=[CH:29][N:28]=2)(=[O:25])=[O:24])=[CH:19][CH:18]=1, predict the reaction product. The product is: [Cl:16][C:17]1[CH:18]=[CH:19][C:20]([S:23]([C:26]2[C:3]([CH3:4])=[CH:2][N:28]3[C:27]=2[CH:32]=[CH:31][CH:30]=[CH:29]3)(=[O:25])=[O:24])=[CH:21][CH:22]=1.